This data is from Catalyst prediction with 721,799 reactions and 888 catalyst types from USPTO. The task is: Predict which catalyst facilitates the given reaction. (1) Reactant: [C:1]1([NH2:8])[CH:6]=[CH:5][CH:4]=[CH:3][C:2]=1[NH2:7].[O:9]([CH2:16][C:17](O)=O)[C:10]1[CH:15]=[CH:14][CH:13]=[CH:12][CH:11]=1. Product: [O:9]([CH2:16][C:17]1[NH:8][C:1]2[CH:6]=[CH:5][CH:4]=[CH:3][C:2]=2[N:7]=1)[C:10]1[CH:15]=[CH:14][CH:13]=[CH:12][CH:11]=1. The catalyst class is: 33. (2) Reactant: [N:1]1([C:8]([O:10][CH2:11][C:12]2[CH:17]=[CH:16][CH:15]=[CH:14][CH:13]=2)=[O:9])[CH2:7][CH:6]=[CH:5][CH2:4][CH2:3][CH2:2]1.C([O-])(O)=[O:19].[Na+].C1C=C(Cl)C=C(C(OO)=O)C=1. Product: [CH:6]12[O:19][CH:5]1[CH2:4][CH2:3][CH2:2][N:1]([C:8]([O:10][CH2:11][C:12]1[CH:13]=[CH:14][CH:15]=[CH:16][CH:17]=1)=[O:9])[CH2:7]2. The catalyst class is: 2. (3) Reactant: [NH2:1][OH:2].[CH:3]([C:5]1[CH:10]=[CH:9][C:8]([C@@H:11]2[CH2:16][O:15][CH2:14][CH2:13][N:12]2[C:17]([O:19][C:20]([CH3:23])([CH3:22])[CH3:21])=[O:18])=[CH:7][CH:6]=1)=O. Product: [OH:2][N:1]=[CH:3][C:5]1[CH:10]=[CH:9][C:8]([C@@H:11]2[CH2:16][O:15][CH2:14][CH2:13][N:12]2[C:17]([O:19][C:20]([CH3:23])([CH3:22])[CH3:21])=[O:18])=[CH:7][CH:6]=1. The catalyst class is: 8. (4) Reactant: [CH3:1][O:2][C:3](=[O:25])[C@@H:4]([O:22][CH2:23][CH3:24])[C@@H:5]([C:7]1[CH:12]=[CH:11][C:10]([O:13][CH2:14][C:15]2[CH:20]=[CH:19][CH:18]=[CH:17][CH:16]=2)=[CH:9][C:8]=1[Cl:21])O.C([SiH](CC)CC)C. Product: [CH3:1][O:2][C:3](=[O:25])[C@@H:4]([O:22][CH2:23][CH3:24])[CH2:5][C:7]1[CH:12]=[CH:11][C:10]([O:13][CH2:14][C:15]2[CH:20]=[CH:19][CH:18]=[CH:17][CH:16]=2)=[CH:9][C:8]=1[Cl:21]. The catalyst class is: 55. (5) Reactant: [Cl:1][C:2]1[C:3]([N:9]2[C:13]([C:14]3[O:15]C=CC=3)=[CH:12][C:11]([C:19]([F:22])([F:21])[F:20])=[N:10]2)=[N:4][CH:5]=[C:6]([Cl:8])[CH:7]=1.CC(C)=[O:25].[Mn]([O-])(=O)(=O)=O.[K+]. Product: [Cl:1][C:2]1[C:3]([N:9]2[C:13]([C:14]([OH:15])=[O:25])=[CH:12][C:11]([C:19]([F:22])([F:21])[F:20])=[N:10]2)=[N:4][CH:5]=[C:6]([Cl:8])[CH:7]=1. The catalyst class is: 6. (6) Reactant: [Cl:1][C:2]1[CH:3]=[C:4]([C:9]2[C:14]([C:15]([NH:17][CH2:18][CH2:19][CH2:20][C:21]3[CH:26]=[CH:25][CH:24]=[CH:23][CH:22]=3)=[O:16])=[C:13]([CH3:27])[N:12]=[C:11](SC)[N:10]=2)[CH:5]=[C:6]([Cl:8])[CH:7]=1.Cl[C:31]1[CH:36]=[CH:35][CH:34]=[C:33](C(OO)=O)[CH:32]=1.S(=O)(O)[O-:42].[Na+]. Product: [Cl:1][C:2]1[CH:3]=[C:4]([C:9]2[C:14]([C:15]([NH:17][CH2:18][CH2:19][CH2:20][C:21]3[CH:26]=[CH:25][CH:24]=[CH:23][CH:22]=3)=[O:16])=[C:13]([CH3:27])[N:12]=[C:11]([O:42][C:31]3[CH:36]=[CH:35][CH:34]=[CH:33][CH:32]=3)[N:10]=2)[CH:5]=[C:6]([Cl:8])[CH:7]=1. The catalyst class is: 4. (7) Reactant: F[C:2]1[C:7]([F:8])=[CH:6][CH:5]=[CH:4][C:3]=1[C:9](=O)[C:10]([F:13])([F:12])[F:11].O.[NH2:16][NH2:17].O1CCOCC1. Product: [F:8][C:7]1[CH:6]=[CH:5][CH:4]=[C:3]2[C:2]=1[NH:17][N:16]=[C:9]2[C:10]([F:13])([F:12])[F:11]. The catalyst class is: 6. (8) Product: [CH3:32][O:33][C@@H:34]1[C@@H:38]([O:39][N+:40]([O-:42])=[O:41])[CH2:37][C@H:36]([C:43]([O:30][CH2:29][C:9]2[N:10]([CH2:11][C:12]3[CH:13]=[CH:14][C:15]([C:18]4[CH:19]=[CH:20][CH:21]=[CH:22][C:23]=4[C:24]4[NH:28][N:27]=[N:26][N:25]=4)=[CH:16][CH:17]=3)[C:6]([CH2:5][CH2:4][CH2:3][CH3:2])=[N:7][C:8]=2[Cl:31])=[O:44])[CH2:35]1. The catalyst class is: 112. Reactant: [K].[CH3:2][CH2:3][CH2:4][CH2:5][C:6]1[N:10]([CH2:11][C:12]2[CH:13]=[CH:14][C:15]([C:18]3[CH:19]=[CH:20][CH:21]=[CH:22][C:23]=3[C:24]3[N:28]=[N:27][NH:26][N:25]=3)=[CH:16][CH:17]=2)[C:9]([CH2:29][OH:30])=[C:8]([Cl:31])[N:7]=1.[CH3:32][O:33][C@@H:34]1[C@@H:38]([O:39][N+:40]([O-:42])=[O:41])[CH2:37][C@H:36]([C:43](O)=[O:44])[CH2:35]1.Cl.C(N=C=NCCCN(C)C)C.CN1CCOCC1. (9) Product: [CH3:21][O:22][C:23]1[CH:24]=[CH:25][C:26]([C:29]2[NH:33][N:32]=[CH:31][C:30]=2[C:34]([N:6]2[CH:2]([CH3:1])[CH2:3][C:4]([C:8]3[CH:13]=[CH:12][CH:11]=[CH:10][CH:9]=3)([OH:7])[CH2:5]2)=[O:35])=[CH:27][CH:28]=1. Reactant: [CH3:1][CH:2]1[NH:6][CH2:5][C:4]([C:8]2[CH:13]=[CH:12][CH:11]=[CH:10][CH:9]=2)([OH:7])[CH2:3]1.C(N(CC)CC)C.[CH3:21][O:22][C:23]1[CH:28]=[CH:27][C:26]([C:29]2[NH:33][N:32]=[CH:31][C:30]=2[C:34](O)=[O:35])=[CH:25][CH:24]=1.CCCP1(OP(CCC)(=O)OP(CCC)(=O)O1)=O. The catalyst class is: 3.